This data is from Full USPTO retrosynthesis dataset with 1.9M reactions from patents (1976-2016). The task is: Predict the reactants needed to synthesize the given product. (1) The reactants are: Cl[C:2]1[CH:7]=[CH:6][CH:5]=[C:4]([O:8][CH3:9])[N:3]=1.[Cl-].[NH4+].C(O[CH2:15][CH3:16])C. Given the product [CH3:9][O:8][C:4]1[CH:5]=[CH:6][CH:7]=[C:2]([C:16]2[CH:15]=[CH:7][CH:6]=[CH:5][CH:4]=2)[N:3]=1, predict the reactants needed to synthesize it. (2) The reactants are: Br[CH2:2][C:3]([C:5]1[CH:6]=[C:7]2[C:11](=[CH:12][CH:13]=1)[N:10]([CH3:14])[C:9]1[N:15]([CH3:27])[C:16](=[O:26])[C:17]([C:19]3[CH:24]=[CH:23][C:22]([Cl:25])=[CH:21][CH:20]=3)=[CH:18][C:8]2=1)=O.[C:28]([O:34][CH2:35][C:36]([NH2:38])=[S:37])(=[O:33])[C:29]([CH3:32])([CH3:31])[CH3:30]. Given the product [Cl:25][C:22]1[CH:21]=[CH:20][C:19]([C:17]2[C:16](=[O:26])[N:15]([CH3:27])[C:9]3[N:10]([CH3:14])[C:11]4[C:7]([C:8]=3[CH:18]=2)=[CH:6][C:5]([C:3]2[N:38]=[C:36]([CH2:35][O:34][C:28](=[O:33])[C:29]([CH3:32])([CH3:31])[CH3:30])[S:37][CH:2]=2)=[CH:13][CH:12]=4)=[CH:24][CH:23]=1, predict the reactants needed to synthesize it. (3) Given the product [CH2:15]([N:18]([CH2:34][C:35]1[CH:40]=[CH:39][C:38]([CH2:41][O:1][C:2]2[CH:3]=[CH:4][C:5]([CH:8]3[CH2:10][CH:9]3[C:11]([O:13][CH3:14])=[O:12])=[CH:6][CH:7]=2)=[CH:37][CH:36]=1)[C:19]1[S:20][CH:21]=[C:22]([C:24]2[CH:25]=[CH:26][C:27]([C:30]([F:33])([F:32])[F:31])=[CH:28][CH:29]=2)[N:23]=1)[CH2:16][CH3:17], predict the reactants needed to synthesize it. The reactants are: [OH:1][C:2]1[CH:7]=[CH:6][C:5]([CH:8]2[CH2:10][CH:9]2[C:11]([O:13][CH3:14])=[O:12])=[CH:4][CH:3]=1.[CH2:15]([N:18]([CH2:34][C:35]1[CH:40]=[CH:39][C:38]([CH2:41]O)=[CH:37][CH:36]=1)[C:19]1[S:20][CH:21]=[C:22]([C:24]2[CH:29]=[CH:28][C:27]([C:30]([F:33])([F:32])[F:31])=[CH:26][CH:25]=2)[N:23]=1)[CH2:16][CH3:17].C(P(CCCC)CCCC)CCC.N(C(N1CCCCC1)=O)=NC(N1CCCCC1)=O. (4) Given the product [N+:1]([C:4]1[CH:5]=[C:6]([CH:11]=[CH:12][CH:13]=1)[C:7]([NH:15][NH2:16])=[O:8])([O-:3])=[O:2], predict the reactants needed to synthesize it. The reactants are: [N+:1]([C:4]1[CH:5]=[C:6]([CH:11]=[CH:12][CH:13]=1)[C:7](OC)=[O:8])([O-:3])=[O:2].O.[NH2:15][NH2:16]. (5) Given the product [N:1]1[CH:6]=[CH:5][CH:4]=[CH:3][C:2]=1[CH2:7][N:8]1[CH2:17][CH2:16][C:15]2[C:10](=[CH:11][C:12]([N:18]3[CH2:19][CH2:20][N:21]([CH2:59][CH2:58][CH2:57][C:44]4([C:42](=[O:43])[NH:41][CH2:40][C:39]([F:38])([F:61])[F:62])[C:56]5[CH:55]=[CH:54][CH:53]=[CH:52][C:51]=5[C:50]5[C:45]4=[CH:46][CH:47]=[CH:48][CH:49]=5)[CH2:22][CH2:23]3)=[CH:13][CH:14]=2)[C:9]1=[O:31], predict the reactants needed to synthesize it. The reactants are: [N:1]1[CH:6]=[CH:5][CH:4]=[CH:3][C:2]=1[CH2:7][N:8]1[CH2:17][CH2:16][C:15]2[C:10](=[CH:11][C:12]([N:18]3[CH2:23][CH2:22][N:21](C(OC(C)(C)C)=O)[CH2:20][CH2:19]3)=[CH:13][CH:14]=2)[C:9]1=[O:31].C(=O)([O-])[O-].[K+].[K+].[F:38][C:39]([F:62])([F:61])[CH2:40][NH:41][C:42]([C:44]1([CH2:57][CH2:58][CH2:59]Br)[C:56]2[CH:55]=[CH:54][CH:53]=[CH:52][C:51]=2[C:50]2[C:45]1=[CH:46][CH:47]=[CH:48][CH:49]=2)=[O:43]. (6) The reactants are: Cl[C:2]1[N:11]=[C:10]([N:12]([C:14]2[CH:19]=[CH:18][C:17]([O:20][CH3:21])=[CH:16][CH:15]=2)[CH3:13])[C:9]2[C:4](=[CH:5][CH:6]=[CH:7][CH:8]=2)[N:3]=1.[CH2:22]([OH:24])[CH3:23]. Given the product [CH2:22]([O:24][C:2]1[N:11]=[C:10]([N:12]([C:14]2[CH:19]=[CH:18][C:17]([O:20][CH3:21])=[CH:16][CH:15]=2)[CH3:13])[C:9]2[C:4](=[CH:5][CH:6]=[CH:7][CH:8]=2)[N:3]=1)[CH3:23], predict the reactants needed to synthesize it.